Dataset: Catalyst prediction with 721,799 reactions and 888 catalyst types from USPTO. Task: Predict which catalyst facilitates the given reaction. (1) Reactant: C([O:4][C:5]1[C:14]2[CH2:13][CH2:12][CH2:11][CH2:10][C:9]=2[CH:8]=[C:7]([CH3:15])[CH:6]=1)(=O)C.[OH-].[Na+]. Product: [CH3:15][C:7]1[CH:6]=[C:5]([OH:4])[C:14]2[CH2:13][CH2:12][CH2:11][CH2:10][C:9]=2[CH:8]=1. The catalyst class is: 36. (2) Reactant: C[O:2][C:3]([C:5]12[CH2:12][CH2:11][C:8]([C:13]3[NH:21][C:20]4[C:19](=[O:22])[N:18]([CH2:23][CH2:24][CH3:25])[C:17](=[O:26])[N:16]([CH2:27][CH2:28][CH3:29])[C:15]=4[N:14]=3)([CH2:9][CH2:10]1)[CH2:7][CH2:6]2)=[O:4].O.C1(C)C=CC=CC=1. Product: [O:26]=[C:17]1[N:16]([CH2:27][CH2:28][CH3:29])[C:15]2[N:14]=[C:13]([C:8]34[CH2:11][CH2:12][C:5]([C:3]([OH:4])=[O:2])([CH2:10][CH2:9]3)[CH2:6][CH2:7]4)[NH:21][C:20]=2[C:19](=[O:22])[N:18]1[CH2:23][CH2:24][CH3:25]. The catalyst class is: 500. (3) Reactant: [CH3:1][O:2][C:3]1[CH:25]=[CH:24][CH:23]=[CH:22][C:4]=1[O:5][CH2:6][CH2:7][NH:8][C:9](=[O:21])[C:10]1[CH:15]=[CH:14][C:13]([N+:16]([O-:18])=[O:17])=[C:12](OC)[CH:11]=1.[CH3:26][NH2:27].CS(C)=O.Cl. Product: [CH3:1][O:2][C:3]1[CH:25]=[CH:24][CH:23]=[CH:22][C:4]=1[O:5][CH2:6][CH2:7][NH:8][C:9](=[O:21])[C:10]1[CH:15]=[CH:14][C:13]([N+:16]([O-:18])=[O:17])=[C:12]([NH:27][CH3:26])[CH:11]=1. The catalyst class is: 6. (4) Reactant: [Si]([O:8][C@H:9]1[CH2:14][CH2:13][CH2:12][CH2:11][C@@H:10]1[N:15]1[CH:23]([CH3:24])[C:22]2[C:21]3[CH:25]=[CH:26][CH:27]=[CH:28][C:20]=3[C:19]([CH2:29][N:30]3[CH2:35][CH2:34][C:33]([C:38]4[CH:43]=[CH:42][CH:41]=[CH:40][N:39]=4)([C:36]#[N:37])[CH2:32][CH2:31]3)=[CH:18][C:17]=2[C:16]1=[O:44])(C(C)(C)C)(C)C.N1C=CC=CC=1.F.C(=O)(O)[O-].[Na+]. The catalyst class is: 17. Product: [OH:8][C@H:9]1[CH2:14][CH2:13][CH2:12][CH2:11][C@@H:10]1[N:15]1[CH:23]([CH3:24])[C:22]2[C:21]3[CH:25]=[CH:26][CH:27]=[CH:28][C:20]=3[C:19]([CH2:29][N:30]3[CH2:31][CH2:32][C:33]([C:38]4[CH:43]=[CH:42][CH:41]=[CH:40][N:39]=4)([C:36]#[N:37])[CH2:34][CH2:35]3)=[CH:18][C:17]=2[C:16]1=[O:44].